This data is from Peptide-MHC class I binding affinity with 185,985 pairs from IEDB/IMGT. The task is: Regression. Given a peptide amino acid sequence and an MHC pseudo amino acid sequence, predict their binding affinity value. This is MHC class I binding data. The peptide sequence is LQPSDTLLF. The MHC is HLA-A25:01 with pseudo-sequence HLA-A25:01. The binding affinity (normalized) is 0.0847.